This data is from Catalyst prediction with 721,799 reactions and 888 catalyst types from USPTO. The task is: Predict which catalyst facilitates the given reaction. (1) Reactant: Cl.[NH2:2][CH2:3][C:4]1([OH:24])[CH2:8][CH2:7][N:6]([CH2:9][CH2:10][C:11]2[C:20]3[C:15](=[CH:16][CH:17]=[C:18]([O:21][CH3:22])[N:19]=3)[N:14]=[CH:13][C:12]=2[F:23])[CH2:5]1.[O:25]=[C:26]1[NH:31][C:30]2[N:32]=[C:33]([CH:36]=O)[CH:34]=[CH:35][C:29]=2[S:28][CH2:27]1.CCN(CC)CC.[BH4-].[Na+]. Product: [F:23][C:12]1[CH:13]=[N:14][C:15]2[C:20]([C:11]=1[CH2:10][CH2:9][N:6]1[CH2:7][CH2:8][C:4]([CH2:3][NH:2][CH2:36][C:33]3[CH:34]=[CH:35][C:29]4[S:28][CH2:27][C:26](=[O:25])[NH:31][C:30]=4[N:32]=3)([OH:24])[CH2:5]1)=[N:19][C:18]([O:21][CH3:22])=[CH:17][CH:16]=2. The catalyst class is: 497. (2) Reactant: C(=O)([O-])[O-].[K+].[K+].[CH2:7]1[O:15][C:14]2[C:9](=[C:10]([OH:16])[CH:11]=[CH:12][CH:13]=2)[O:8]1.Cl[C:18]1[C:27]2[C:22](=[CH:23][C:24]([O:30][CH2:31][CH2:32][CH2:33][N:34]3[CH2:39][CH2:38][O:37][CH2:36][CH2:35]3)=[C:25]([O:28][CH3:29])[CH:26]=2)[N:21]=[CH:20][N:19]=1. Product: [CH3:29][O:28][C:25]1[CH:26]=[C:27]2[C:22](=[CH:23][C:24]=1[O:30][CH2:31][CH2:32][CH2:33][N:34]1[CH2:35][CH2:36][O:37][CH2:38][CH2:39]1)[N:21]=[CH:20][N:19]=[C:18]2[O:16][C:10]1[CH:11]=[CH:12][CH:13]=[C:14]2[O:15][CH2:7][O:8][C:9]=12. The catalyst class is: 18. (3) Reactant: [Si]([O:8][C@H:9]1[CH2:13][C:12](=[O:14])[N:11]([C:15]2[CH:22]=[CH:21][C:18]([C:19]#[N:20])=[C:17]([Cl:23])[C:16]=2[CH3:24])[C@H:10]1[CH2:25][CH3:26])(C(C)(C)C)(C)C.CO.Cl.C(=O)([O-])O.[Na+]. Product: [Cl:23][C:17]1[C:16]([CH3:24])=[C:15]([N:11]2[C:12](=[O:14])[CH2:13][C@H:9]([OH:8])[C@@H:10]2[CH2:25][CH3:26])[CH:22]=[CH:21][C:18]=1[C:19]#[N:20]. The catalyst class is: 7. (4) Reactant: O[C:2]1[C:11]2[C:6](=[N:7][CH:8]=[CH:9][CH:10]=2)[N:5]([C:12]2[CH:17]=[CH:16][CH:15]=[C:14]([O:18][C:19]([F:22])([F:21])[F:20])[CH:13]=2)[C:4](=[O:23])[C:3]=1[C:24](=O)[CH2:25][C:26]1[CH:31]=[CH:30][C:29]([C:32]([F:35])([F:34])[F:33])=[CH:28][CH:27]=1.O.[NH2:38][NH2:39].C(=O)([O-])O.[Na+]. Product: [F:21][C:19]([F:20])([F:22])[O:18][C:14]1[CH:13]=[C:12]([N:5]2[C:6]3[N:7]=[CH:8][CH:9]=[CH:10][C:11]=3[C:2]3[NH:38][N:39]=[C:24]([CH2:25][C:26]4[CH:31]=[CH:30][C:29]([C:32]([F:33])([F:34])[F:35])=[CH:28][CH:27]=4)[C:3]=3[C:4]2=[O:23])[CH:17]=[CH:16][CH:15]=1. The catalyst class is: 3. (5) Reactant: [C:1]([C:4]1[CH:9]=[CH:8][C:7]([NH:10][C:11](=[S:14])[NH:12][NH2:13])=[CH:6][CH:5]=1)([OH:3])=[O:2].[Br:15][C:16]1[C:17]([OH:25])=[C:18]([CH:21]=[C:22]([Br:24])[CH:23]=1)[CH:19]=O.CN(C)C=O.S(NN)(C1C=CC(C)=CC=1)(=O)=O. Product: [C:1]([C:4]1[CH:5]=[CH:6][C:7]([NH:10][C:11](=[S:14])[NH:12][N:13]=[CH:19][C:18]2[CH:21]=[C:22]([Br:24])[CH:23]=[C:16]([Br:15])[C:17]=2[OH:25])=[CH:8][CH:9]=1)([OH:3])=[O:2]. The catalyst class is: 16. (6) Reactant: [Cl:1][C:2]1[CH:3]=[C:4]([NH:9][C:10]2[C:19]3[C:14](=[CH:15][C:16]([O:21][CH3:22])=[C:17]([OH:20])[CH:18]=3)[N:13]=[CH:12][N:11]=2)[CH:5]=[CH:6][C:7]=1[F:8].[Cl:23][CH2:24][CH2:25][CH2:26][N:27]1[CH2:32][CH2:31][O:30][CH2:29][CH2:28]1.C([O-])([O-])=O.[K+].[K+].Cl. Product: [CH3:22][O:21][C:16]1[CH:15]=[C:14]2[N:13]=[CH:12][N:11]=[C:10]([NH:9][C:4]3[CH:5]=[CH:6][C:7]([F:8])=[C:2]([Cl:1])[CH:3]=3)[C:19]2=[CH:18][C:17]=1[O:20][CH2:24][CH2:25][CH2:26][N:27]1[CH2:32][CH2:31][O:30][CH2:29][CH2:28]1.[ClH:23]. The catalyst class is: 3. (7) Reactant: [F:1][C:2]([F:15])([F:14])[C:3]1[CH:4]=[C:5]([CH:7]=[C:8]([C:10]([F:13])([F:12])[F:11])[CH:9]=1)[NH2:6].C(N(CC)CC)C.[Cl-].ClC1N(C)CC[NH+]1C.[CH3:32][O:33][C:34]1[C:35](=[O:58])[C:36]([CH3:57])=[C:37]([CH2:43][C:44]2[CH:45]=[CH:46][C:47]([O:53][C:54](=[O:56])[CH3:55])=[C:48]([CH:52]=2)[C:49](O)=[O:50])[C:38](=[O:42])[C:39]=1[O:40][CH3:41]. Product: [CH3:32][O:33][C:34]1[C:35](=[O:58])[C:36]([CH3:57])=[C:37]([CH2:43][C:44]2[CH:45]=[CH:46][C:47]([O:53][C:54](=[O:56])[CH3:55])=[C:48]([CH:52]=2)[C:49]([NH:6][C:5]2[CH:4]=[C:3]([C:2]([F:14])([F:15])[F:1])[CH:9]=[C:8]([C:10]([F:11])([F:12])[F:13])[CH:7]=2)=[O:50])[C:38](=[O:42])[C:39]=1[O:40][CH3:41]. The catalyst class is: 2.